Dataset: Reaction yield outcomes from USPTO patents with 853,638 reactions. Task: Predict the reaction yield, written as a fraction of the theoretical maximum amount of product (1.0 means a 100% yield; for example, 0.34 means a 34% yield). (1) The reactants are Cl.[NH2:2][C@@H:3]1[CH2:12][CH2:11][CH2:10][C:9]2[C:8]([C:13]3[N:17]=[C:16]([C:18]4[CH:19]=[CH:20][C:21]([O:26][CH:27]([CH3:29])[CH3:28])=[C:22]([CH:25]=4)[C:23]#[N:24])[O:15][N:14]=3)=[CH:7][CH:6]=[CH:5][C:4]1=2.[CH3:30][O:31][C:32](=[O:38])[CH2:33][S:34](Cl)(=[O:36])=[O:35]. The catalyst is C(Cl)Cl. The product is [C:23]([C:22]1[CH:25]=[C:18]([C:16]2[O:15][N:14]=[C:13]([C:8]3[CH:7]=[CH:6][CH:5]=[C:4]4[C:9]=3[CH2:10][CH2:11][CH2:12][C@H:3]4[NH:2][S:34]([CH2:33][C:32]([O:31][CH3:30])=[O:38])(=[O:36])=[O:35])[N:17]=2)[CH:19]=[CH:20][C:21]=1[O:26][CH:27]([CH3:29])[CH3:28])#[N:24]. The yield is 0.570. (2) The product is [O:1]=[C:2]1[CH2:6][N:5]([C:7]([O:9][C:10]([CH3:11])([CH3:12])[CH3:13])=[O:8])[C@H:4]([C:14]([O:16][CH3:17])=[O:15])[CH2:3]1. The reactants are [OH:1][C@H:2]1[CH2:6][N:5]([C:7]([O:9][C:10]([CH3:13])([CH3:12])[CH3:11])=[O:8])[C@H:4]([C:14]([O:16][CH3:17])=[O:15])[CH2:3]1.CC(OI1(OC(C)=O)(OC(C)=O)OC(=O)C2C=CC=CC1=2)=O. The yield is 0.870. The catalyst is C(Cl)Cl.